This data is from Aqueous solubility values for 9,982 compounds from the AqSolDB database. The task is: Regression/Classification. Given a drug SMILES string, predict its absorption, distribution, metabolism, or excretion properties. Task type varies by dataset: regression for continuous measurements (e.g., permeability, clearance, half-life) or binary classification for categorical outcomes (e.g., BBB penetration, CYP inhibition). For this dataset (solubility_aqsoldb), we predict Y. (1) The drug is CCCCC(CC)COC(=O)[C@H](C)O. The Y is -2.67 log mol/L. (2) The drug is C#CC1(OC(=O)c2ccc(-c3ccccc3)cc2)CCC2C3CCC4=CC(=O)CCC4C3CCC21C. The Y is -8.11 log mol/L. (3) The molecule is CCC(C)C1NC(=O)C(Cc2ccccc2)NC(=O)C2CCCN2C(=O)C(Cc2ccccc2)N(C)C(=O)C2CCCCN2C(=O)C2CCCCN2C1=O. The Y is -5.57 log mol/L. (4) The drug is Cc1cc(Cl)ccc1OCC(O)=S. The Y is -3.16 log mol/L. (5) The molecule is Cc1cccc(O)c1. The Y is -0.663 log mol/L.